Dataset: Forward reaction prediction with 1.9M reactions from USPTO patents (1976-2016). Task: Predict the product of the given reaction. (1) Given the reactants [C:1]([O:5][C:6](=[O:16])[NH:7][C@H:8]([CH:13]([CH3:15])[CH3:14])[C:9](=[O:12])[CH:10]=[CH2:11])([CH3:4])([CH3:3])[CH3:2].I[C:18]1[CH:19]=[C:20]([O:24][CH3:25])[CH:21]=[CH:22][CH:23]=1.C(N(CC)CC)C, predict the reaction product. The product is: [C:1]([O:5][C:6](=[O:16])[NH:7][C@H:8]([CH:13]([CH3:14])[CH3:15])[C:9](=[O:12])/[CH:10]=[CH:11]/[C:18]1[CH:23]=[CH:22][CH:21]=[C:20]([O:24][CH3:25])[CH:19]=1)([CH3:4])([CH3:3])[CH3:2]. (2) Given the reactants [F:1][CH2:2][CH2:3][O:4][C:5]1[C:13]2[C:8](=[N:9][CH:10]=[C:11]([NH2:14])[CH:12]=2)[NH:7][N:6]=1.[F:15][C:16]1[C:24]([NH:25][S:26]([CH2:29][CH2:30][CH3:31])(=[O:28])=[O:27])=[CH:23][CH:22]=[C:21]([F:32])[C:17]=1[C:18](O)=[O:19].CCN=C=NCCCN(C)C.C1C=CC2N(O)N=NC=2C=1, predict the reaction product. The product is: [F:15][C:16]1[C:24]([NH:25][S:26]([CH2:29][CH2:30][CH3:31])(=[O:27])=[O:28])=[CH:23][CH:22]=[C:21]([F:32])[C:17]=1[C:18]([NH:14][C:11]1[CH:12]=[C:13]2[C:5]([O:4][CH2:3][CH2:2][F:1])=[N:6][NH:7][C:8]2=[N:9][CH:10]=1)=[O:19]. (3) Given the reactants [CH2:1]([N:3]1[C:7]([CH3:8])=[CH:6][C:5]([C:9]#[N:10])=[N:4]1)[CH3:2].C([O-])(=O)C.[K+].[Br:16]Br, predict the reaction product. The product is: [Br:16][C:6]1[C:5]([C:9]#[N:10])=[N:4][N:3]([CH2:1][CH3:2])[C:7]=1[CH3:8]. (4) Given the reactants [N:1]1[C:2]([C:10]2[CH:11]=[C:12]([CH:14]=[CH:15][CH:16]=2)[NH2:13])=[N:3][N:4]2[CH:9]=[CH:8][CH:7]=[CH:6][C:5]=12.[CH3:17][C:18]1[CH:19]=[C:20]([C:27]2[CH:32]=[CH:31][C:30]([C:33]([F:36])([F:35])[F:34])=[CH:29][CH:28]=2)[CH:21]=[CH:22][C:23]=1[C:24](O)=[O:25], predict the reaction product. The product is: [N:1]1[C:2]([C:10]2[CH:11]=[C:12]([NH:13][C:24]([C:23]3[CH:22]=[CH:21][C:20]([C:27]4[CH:32]=[CH:31][C:30]([C:33]([F:34])([F:35])[F:36])=[CH:29][CH:28]=4)=[CH:19][C:18]=3[CH3:17])=[O:25])[CH:14]=[CH:15][CH:16]=2)=[N:3][N:4]2[CH:9]=[CH:8][CH:7]=[CH:6][C:5]=12. (5) Given the reactants Cl[C:2]1[C:3](=[O:11])[N:4]([CH3:10])[N:5]=[CH:6][C:7]=1[O:8][CH3:9].[CH2:12]([C:14]1[CH:19]=[CH:18][CH:17]=[CH:16][C:15]=1B(O)O)[CH3:13].C(=O)([O-])[O-].[Na+].[Na+].O1CCOCC1, predict the reaction product. The product is: [CH2:12]([C:14]1[CH:19]=[CH:18][CH:17]=[CH:16][C:15]=1[C:2]1[C:3](=[O:11])[N:4]([CH3:10])[N:5]=[CH:6][C:7]=1[O:8][CH3:9])[CH3:13]. (6) The product is: [C:28]1([N:11]([C:8]2[CH:7]=[CH:6][CH:5]=[CH:10][CH:9]=2)[C:12]2[CH:17]=[CH:16][CH:15]=[CH:14][CH:13]=2)[CH:29]=[CH:30][CH:31]=[CH:32][CH:33]=1.[SiH4:4]. Given the reactants C(O[Si:4](OCC)(OCC)[C:5]1[CH:10]=[CH:9][C:8]([N:11]([C:28]2[CH:33]=[CH:32][C:31]([Si](OCC)(OCC)OCC)=[CH:30][CH:29]=2)[C:12]2[CH:17]=[CH:16][C:15]([Si](OCC)(OCC)OCC)=[CH:14][CH:13]=2)=[CH:7][CH:6]=1)C.C([Mg]Br)C=C, predict the reaction product. (7) Given the reactants [F:1][C:2]1[CH:7]=[CH:6][C:5](I)=[CH:4][C:3]=1[F:9].[CH3:10][O:11][C:12](=[O:37])[C:13]1[CH:18]=[CH:17][CH:16]=[C:15]([CH2:19][N:20]([C:31]2[CH:36]=[CH:35][CH:34]=[CH:33][CH:32]=2)[C:21](=[O:30])[C:22]#[C:23][C:24]2[CH:29]=[CH:28][CH:27]=[CH:26][CH:25]=2)[CH:14]=1, predict the reaction product. The product is: [CH3:10][O:11][C:12](=[O:37])[C:13]1[CH:18]=[CH:17][CH:16]=[C:15]([CH2:19][N:20]2[C:31]3[C:36](=[CH:35][CH:34]=[CH:33][CH:32]=3)/[C:22](=[C:23](\[C:5]3[CH:6]=[CH:7][C:2]([F:1])=[C:3]([F:9])[CH:4]=3)/[C:24]3[CH:25]=[CH:26][CH:27]=[CH:28][CH:29]=3)/[C:21]2=[O:30])[CH:14]=1. (8) Given the reactants [NH2:1][C:2]1[CH:6]=[CH:5][NH:4][N:3]=1.[C:7](OC)(=[O:13])[CH2:8][C:9](OC)=[O:10].C[O-].[Na+], predict the reaction product. The product is: [N:4]1[N:3]2[C:7](=[O:13])[CH2:8][C:9](=[O:10])[NH:1][C:2]2=[CH:6][CH:5]=1. (9) Given the reactants Br[C:2]1[CH:3]=[C:4]2[C:9](=[CH:10][CH:11]=1)[NH:8][C:7](=[O:12])[CH2:6][CH2:5]2.[H-].[Na+].C([Li])CCC.[B:20](OC)([O:23]C)[O:21]C, predict the reaction product. The product is: [O:12]=[C:7]1[CH2:6][CH2:5][C:4]2[C:9](=[CH:10][CH:11]=[C:2]([B:20]([OH:23])[OH:21])[CH:3]=2)[NH:8]1.